This data is from Peptide-MHC class I binding affinity with 185,985 pairs from IEDB/IMGT. The task is: Regression. Given a peptide amino acid sequence and an MHC pseudo amino acid sequence, predict their binding affinity value. This is MHC class I binding data. (1) The binding affinity (normalized) is 0.103. The MHC is HLA-A33:01 with pseudo-sequence HLA-A33:01. The peptide sequence is QFNFNGHTY. (2) The peptide sequence is TVFRNQNRV. The MHC is HLA-B44:02 with pseudo-sequence HLA-B44:02. The binding affinity (normalized) is 0.213. (3) The peptide sequence is AIKNYYRKT. The MHC is HLA-A02:02 with pseudo-sequence HLA-A02:02. The binding affinity (normalized) is 0.0870.